Dataset: Reaction yield outcomes from USPTO patents with 853,638 reactions. Task: Predict the reaction yield, written as a fraction of the theoretical maximum amount of product (1.0 means a 100% yield; for example, 0.34 means a 34% yield). (1) The yield is 0.320. No catalyst specified. The reactants are [F:1][C:2]1[C:3]([F:12])=[CH:4][C:5]2[S:9][C:8]([NH2:10])=[N:7][C:6]=2[CH:11]=1.[C:13]1([CH3:22])[CH:18]=[CH:17][C:16]([C:19](Cl)=[O:20])=[CH:15][CH:14]=1.C[O:24][C:25]1[CH:34]=CC2N=C(N)SC=2C=1.ClC1C=C(C=CC=1)C(Cl)=[O:40]. The product is [F:1][C:2]1[C:3]([F:12])=[CH:4][C:5]2[S:9][C:8](=[N:10][C:19](=[O:20])[C:16]3[CH:17]=[CH:18][C:13]([CH3:22])=[CH:14][CH:15]=3)[N:7]([CH2:34][C:25]([OH:24])=[O:40])[C:6]=2[CH:11]=1. (2) The reactants are [F:1][C:2]1[CH:7]=[CH:6][CH:5]=[C:4]([F:8])[C:3]=1[N:9]1[C:14]2[N:15]=[C:16]([N:29]3[CH2:34][CH2:33][CH:32]([N:35]4[CH2:40][CH2:39][CH:38]([CH3:41])[CH2:37][CH2:36]4)[CH2:31][CH2:30]3)[N:17]=[C:18]([C:19]3[CH:20]=[C:21]([CH:25]=[CH:26][C:27]=3[CH3:28])[C:22](O)=[O:23])[C:13]=2[CH:12]=[CH:11][C:10]1=[O:42].CN(C(ON1N=NC2C=CC=CC1=2)=[N+](C)C)C.F[P-](F)(F)(F)(F)F.C(N(CC)CC)C.[F:74][C:75]([F:79])([F:78])[CH2:76][NH2:77]. The catalyst is CN(C=O)C. The product is [F:8][C:4]1[CH:5]=[CH:6][CH:7]=[C:2]([F:1])[C:3]=1[N:9]1[C:14]2[N:15]=[C:16]([N:29]3[CH2:30][CH2:31][CH:32]([N:35]4[CH2:36][CH2:37][CH:38]([CH3:41])[CH2:39][CH2:40]4)[CH2:33][CH2:34]3)[N:17]=[C:18]([C:19]3[CH:20]=[C:21]([CH:25]=[CH:26][C:27]=3[CH3:28])[C:22]([NH:77][CH2:76][C:75]([F:79])([F:78])[F:74])=[O:23])[C:13]=2[CH:12]=[CH:11][C:10]1=[O:42]. The yield is 0.680.